Dataset: Reaction yield outcomes from USPTO patents with 853,638 reactions. Task: Predict the reaction yield, written as a fraction of the theoretical maximum amount of product (1.0 means a 100% yield; for example, 0.34 means a 34% yield). (1) The reactants are C(O)CCCCCCC/C=C\CCCC.[CH2:16]([OH:36])[CH2:17][CH2:18][CH2:19][CH2:20][CH2:21][CH2:22][CH2:23][CH2:24][CH2:25][CH:26]=[CH:27][CH2:28][CH2:29][CH2:30][CH2:31]CCCC.C=CCCCC. The catalyst is C1COCC1. The product is [CH2:16]([OH:36])[CH2:17][CH2:18][CH2:19][CH2:20][CH2:21][CH2:22][CH2:23][CH2:24][CH2:25]/[CH:26]=[CH:27]\[CH2:28][CH2:29][CH2:30][CH3:31]. The yield is 0.760. (2) No catalyst specified. The yield is 0.800. The reactants are Cl[C:2]1[CH:7]=[CH:6][N:5]=[CH:4][C:3]=1[N+:8]([O-:10])=[O:9].[CH3:11][C@H:12]1[CH2:17][NH:16][CH2:15][C@@H:14]([NH:18][C:19](=[O:25])[O:20][C:21]([CH3:24])([CH3:23])[CH3:22])[CH2:13]1.CCN(C(C)C)C(C)C. The product is [CH3:11][C@H:12]1[CH2:17][N:16]([C:2]2[CH:7]=[CH:6][N:5]=[CH:4][C:3]=2[N+:8]([O-:10])=[O:9])[CH2:15][C@@H:14]([NH:18][C:19](=[O:25])[O:20][C:21]([CH3:24])([CH3:23])[CH3:22])[CH2:13]1. (3) The reactants are Cl.[F:2][C:3]1[C:44]([F:45])=[C:43]([O:46][CH2:47][C@@H:48]2[CH2:52][CH2:51][CH2:50][NH:49]2)[CH:42]=[CH:41][C:4]=1[CH2:5][N:6]1[C:14](=[O:15])[C:13]([C:16]([NH:18][C:19]2[CH:24]=[CH:23][C:22]([C:25]([F:28])([F:27])[F:26])=[CH:21][C:20]=2[C:29]2[CH:34]=[C:33]([C:35]([F:38])([F:37])[F:36])[N:32]=[CH:31][N:30]=2)=[O:17])=[C:12]([OH:39])[C:8]2([CH2:11][CH2:10][CH2:9]2)[N:7]1[CH3:40].Br[CH2:54][CH2:55][O:56][CH3:57].C(N(C(C)C)C(C)C)C. The catalyst is CN(C)C=O.[I-].C([N+](CCCC)(CCCC)CCCC)CCC. The product is [F:2][C:3]1[C:44]([F:45])=[C:43]([O:46][CH2:47][C@@H:48]2[CH2:52][CH2:51][CH2:50][N:49]2[CH2:54][CH2:55][O:56][CH3:57])[CH:42]=[CH:41][C:4]=1[CH2:5][N:6]1[C:14](=[O:15])[C:13]([C:16]([NH:18][C:19]2[CH:24]=[CH:23][C:22]([C:25]([F:27])([F:28])[F:26])=[CH:21][C:20]=2[C:29]2[CH:34]=[C:33]([C:35]([F:36])([F:37])[F:38])[N:32]=[CH:31][N:30]=2)=[O:17])=[C:12]([OH:39])[C:8]2([CH2:9][CH2:10][CH2:11]2)[N:7]1[CH3:40]. The yield is 0.310. (4) The yield is 0.120. The product is [CH3:1][O:2][C:3]1[CH:4]=[C:5]([C:11]2[CH:12]=[N:13][CH:14]=[C:15]([C:18]=2[NH:19][C:20]2[CH:25]=[CH:24][CH:23]=[C:22]([O:26][CH2:28][CH2:29][OH:30])[CH:21]=2)[C:16]#[N:17])[CH:6]=[CH:7][C:8]=1[O:9][CH3:10]. The catalyst is CN(C=O)C. The reactants are [CH3:1][O:2][C:3]1[CH:4]=[C:5]([C:11]2[CH:12]=[N:13][CH:14]=[C:15]([C:18]=2[NH:19][C:20]2[CH:25]=[CH:24][CH:23]=[C:22]([OH:26])[CH:21]=2)[C:16]#[N:17])[CH:6]=[CH:7][C:8]=1[O:9][CH3:10].Br[CH2:28][CH2:29][OH:30].C(=O)([O-])[O-].[Cs+].[Cs+]. (5) The reactants are [CH2:1]([O:5][C:6]1[CH:11]=[C:10]([CH3:12])[C:9]([N+:13]([O-])=O)=[C:8]([CH3:16])[CH:7]=1)[CH2:2][CH2:3][CH3:4].Cl. The catalyst is CO.[Pd]. The product is [CH2:1]([O:5][C:6]1[CH:11]=[C:10]([CH3:12])[C:9]([NH2:13])=[C:8]([CH3:16])[CH:7]=1)[CH2:2][CH2:3][CH3:4]. The yield is 0.970. (6) The reactants are Cl[C:2]([F:21])([F:20])[C:3](Cl)([F:18])[O:4][C:5]([Cl:17])([F:16])[C:6]([F:15])([F:14])[C:7](Cl)([F:12])[C:8](Cl)([F:10])[F:9]. The catalyst is [Zn].CN(C)C=O. The product is [C:8](=[C:7]([C:6]([C:5]([O:4][C:3](=[C:2]([F:20])[F:21])[F:18])([Cl:17])[F:16])([F:15])[F:14])[F:12])([F:10])[F:9]. The yield is 0.600.